Dataset: NCI-60 drug combinations with 297,098 pairs across 59 cell lines. Task: Regression. Given two drug SMILES strings and cell line genomic features, predict the synergy score measuring deviation from expected non-interaction effect. Drug 1: CN(CC1=CN=C2C(=N1)C(=NC(=N2)N)N)C3=CC=C(C=C3)C(=O)NC(CCC(=O)O)C(=O)O. Drug 2: C1C(C(OC1N2C=C(C(=O)NC2=O)F)CO)O. Cell line: NCI-H522. Synergy scores: CSS=32.7, Synergy_ZIP=-1.03, Synergy_Bliss=-2.16, Synergy_Loewe=-5.11, Synergy_HSA=-4.93.